From a dataset of hERG potassium channel inhibition data for cardiac toxicity prediction from Karim et al.. Regression/Classification. Given a drug SMILES string, predict its toxicity properties. Task type varies by dataset: regression for continuous values (e.g., LD50, hERG inhibition percentage) or binary classification for toxic/non-toxic outcomes (e.g., AMES mutagenicity, cardiotoxicity, hepatotoxicity). Dataset: herg_karim. (1) The compound is Cc1nc2ccccc2n1C1C[C@@H]2CC[C@H](C1)N2CC[C@H](NC(=O)C1CC[S+]([O-])CC1)c1cccc(F)c1. The result is 0 (non-blocker). (2) The molecule is CN(c1ccc2nc(Cc3ccc(Oc4ccccc4)cc3)[nH]c2c1)S(C)(=O)=O. The result is 1 (blocker). (3) The molecule is OC1CCN(Cc2ccc(Oc3nc4ccccc4s3)cc2)CC1. The result is 0 (non-blocker). (4) The compound is C=C1CC23CC4[C@H]5C67C[C@@H](OC(C)=O)C[C@@]5(C)CN4C6[C@@]2(O)C(OC(C)=O)[C@H]1[C@@H](OC(C)=O)C73. The result is 0 (non-blocker). (5) The compound is CN(CCO)CC(=O)N1CCC(c2ccc(NC(=O)c3nc(C#N)c[nH]3)c(C3=CCCCC3)c2)CC1. The result is 0 (non-blocker). (6) The drug is CC(C)(C)c1ccc(NC(=O)N2CCN(c3ncccc3Cl)CC2)cc1. The result is 1 (blocker).